The task is: Predict the product of the given reaction.. This data is from Forward reaction prediction with 1.9M reactions from USPTO patents (1976-2016). (1) Given the reactants [O:1]1[C:5]2([CH2:10][CH2:9][CH:8]([O:11][C:12]3[CH:13]=[C:14]([CH:18]=[C:19]([C:21]([F:24])([F:23])[F:22])[N:20]=3)[C:15](O)=[O:16])[CH2:7][CH2:6]2)[O:4][CH2:3][CH2:2]1.B, predict the reaction product. The product is: [O:4]1[C:5]2([CH2:6][CH2:7][CH:8]([O:11][C:12]3[CH:13]=[C:14]([CH2:15][OH:16])[CH:18]=[C:19]([C:21]([F:23])([F:22])[F:24])[N:20]=3)[CH2:9][CH2:10]2)[O:1][CH2:2][CH2:3]1. (2) Given the reactants [F:1][C:2]1[C:7]([O:8][CH3:9])=[CH:6][C:5]([O:10][CH3:11])=[C:4]([F:12])[C:3]=1[N:13]1[CH2:22][C:21]2[C:16](=[N:17][C:18](S(C)=O)=[N:19][CH:20]=2)[N:15]([CH2:26][CH3:27])[C:14]1=[O:28].[NH2:29][CH2:30][C@@H:31]([OH:35])[C@H:32]([OH:34])[CH3:33], predict the reaction product. The product is: [F:1][C:2]1[C:7]([O:8][CH3:9])=[CH:6][C:5]([O:10][CH3:11])=[C:4]([F:12])[C:3]=1[N:13]1[CH2:22][C:21]2[C:16](=[N:17][C:18]([NH:29][CH2:30][CH:31]([OH:35])[CH:32]([OH:34])[CH3:33])=[N:19][CH:20]=2)[N:15]([CH2:26][CH3:27])[C:14]1=[O:28]. (3) The product is: [C:1]([O:9][CH:10]1[CH2:18][CH:13]2[O:14][C:15](=[O:17])[CH2:16][CH:12]2[CH:11]1[CH2:19][CH2:20][CH:21]([OH:34])[CH2:22][O:23][C:24]1[CH:29]=[CH:28][CH:27]=[C:26]([C:30]([F:33])([F:32])[F:31])[CH:25]=1)(=[O:8])[C:2]1[CH:7]=[CH:6][CH:5]=[CH:4][CH:3]=1. Given the reactants [C:1]([O:9][CH:10]1[CH2:18][CH:13]2[O:14][C:15](=[O:17])[CH2:16][CH:12]2[CH:11]1[CH:19]=[CH:20][CH:21]([OH:34])[CH2:22][O:23][C:24]1[CH:29]=[CH:28][CH:27]=[C:26]([C:30]([F:33])([F:32])[F:31])[CH:25]=1)(=[O:8])[C:2]1[CH:7]=[CH:6][CH:5]=[CH:4][CH:3]=1, predict the reaction product. (4) The product is: [Cl:1][C:2]1[N:7]=[C:6]([NH:8][C:9](=[O:15])[O:10][C:11]([CH3:12])([CH3:14])[CH3:13])[C:5]([CH:32]=[O:33])=[CH:4][CH:3]=1. Given the reactants [Cl:1][C:2]1[N:7]=[C:6]([NH:8][C:9](=[O:15])[O:10][C:11]([CH3:14])([CH3:13])[CH3:12])[CH:5]=[CH:4][CH:3]=1.CN(C)CCN(C)C.C([Li])CCC.CN([CH:32]=[O:33])C.Cl, predict the reaction product. (5) Given the reactants [CH3:1][O:2][C:3]1[CH:43]=[CH:42][C:6]([CH2:7][N:8]([CH2:33][C:34]2[CH:39]=[CH:38][C:37]([O:40][CH3:41])=[CH:36][CH:35]=2)[C:9]2[N:14]=[C:13]([CH3:15])[N:12]=[C:11]([C:16]3[C:17]([NH:24][C:25]4[CH:26]=[N:27][C:28]([O:31][CH3:32])=[CH:29][CH:30]=4)=[N:18][CH:19]=[C:20]([CH:23]=3)[CH:21]=O)[N:10]=2)=[CH:5][CH:4]=1.[NH:44]1[CH2:48][CH2:47][C@@H:46]([CH2:49][OH:50])[CH2:45]1.CO.C(O[BH-](OC(=O)C)OC(=O)C)(=O)C.[Na+], predict the reaction product. The product is: [CH3:1][O:2][C:3]1[CH:43]=[CH:42][C:6]([CH2:7][N:8]([CH2:33][C:34]2[CH:39]=[CH:38][C:37]([O:40][CH3:41])=[CH:36][CH:35]=2)[C:9]2[N:14]=[C:13]([CH3:15])[N:12]=[C:11]([C:16]3[CH:23]=[C:20]([CH2:21][N:44]4[CH2:48][CH2:47][C@@H:46]([CH2:49][OH:50])[CH2:45]4)[CH:19]=[N:18][C:17]=3[NH:24][C:25]3[CH:26]=[N:27][C:28]([O:31][CH3:32])=[CH:29][CH:30]=3)[N:10]=2)=[CH:5][CH:4]=1.